From a dataset of Forward reaction prediction with 1.9M reactions from USPTO patents (1976-2016). Predict the product of the given reaction. (1) Given the reactants Br[C:2]1[CH:3]=[C:4]([N:9]2[C:14]3[N:15]=[CH:16][C:17]([F:19])=[CH:18][C:13]=3[C:12](=[O:20])[N:11]([C@@H:21]3[CH2:26][CH2:25][C@H:24]([NH:27][C:28]([C:30]4[N:31]=[C:32]5[CH:37]=[CH:36][C:35]([F:38])=[CH:34][N:33]5[CH:39]=4)=[O:29])[CH2:23][CH2:22]3)[C:10]2=[O:40])[CH:5]=[C:6]([CH3:8])[CH:7]=1.[CH:41]([C:43]1[CH:48]=[CH:47][C:46](B(O)O)=[CH:45][CH:44]=1)=[O:42], predict the reaction product. The product is: [F:38][C:35]1[CH:36]=[CH:37][C:32]2[N:33]([CH:39]=[C:30]([C:28]([NH:27][C@H:24]3[CH2:25][CH2:26][C@@H:21]([N:11]4[C:12](=[O:20])[C:13]5[CH:18]=[C:17]([F:19])[CH:16]=[N:15][C:14]=5[N:9]([C:4]5[CH:3]=[C:2]([C:46]6[CH:47]=[CH:48][C:43]([CH:41]=[O:42])=[CH:44][CH:45]=6)[CH:7]=[C:6]([CH3:8])[CH:5]=5)[C:10]4=[O:40])[CH2:22][CH2:23]3)=[O:29])[N:31]=2)[CH:34]=1. (2) Given the reactants [Cl:1][C:2]1[CH:7]=[CH:6][C:5]([C:8]2[C:13]([CH3:14])=[N:12][NH:11][C:10](=O)[C:9]=2[C:16]2[C:21]([F:22])=[CH:20][CH:19]=[CH:18][C:17]=2[F:23])=[CH:4][CH:3]=1.P(Cl)(Cl)([Cl:26])=O, predict the reaction product. The product is: [Cl:26][C:10]1[N:11]=[N:12][C:13]([CH3:14])=[C:8]([C:5]2[CH:6]=[CH:7][C:2]([Cl:1])=[CH:3][CH:4]=2)[C:9]=1[C:16]1[C:21]([F:22])=[CH:20][CH:19]=[CH:18][C:17]=1[F:23]. (3) The product is: [ClH:11].[Cl:11][CH2:4][CH2:3][NH+:2]([CH3:6])[CH2:1][CH2:13][Cl:15]. Given the reactants [CH3:1][N:2]([CH2:6]CO)[CH2:3][CH2:4]O.S(Cl)([Cl:11])=O.[CH2:13]([Cl:15])Cl, predict the reaction product. (4) Given the reactants CO[C:3]1[CH2:7][N:6]([CH2:8][CH2:9][CH3:10])[C:5](=[O:11])[CH:4]=1.[NH2:12][C:13]1[C:20]([I:21])=[C:19]([F:22])[CH:18]=[CH:17][C:14]=1[C:15]#[N:16], predict the reaction product. The product is: [F:22][C:19]1[CH:18]=[CH:17][C:14]([C:15]#[N:16])=[C:13]([NH:12][C:3]2[CH2:7][N:6]([CH2:8][CH2:9][CH3:10])[C:5](=[O:11])[CH:4]=2)[C:20]=1[I:21]. (5) The product is: [NH2:18][C:17]1[CH:19]=[CH:20][C:14]([C:8]([C:9]([F:12])([F:11])[F:10])([OH:26])[C:7]([O:6][C:5]2[CH:24]=[CH:25][C:2]([Cl:1])=[CH:3][CH:4]=2)([F:23])[F:22])=[CH:15][C:16]=1[CH3:21]. Given the reactants [Cl:1][C:2]1[CH:25]=[CH:24][C:5]([O:6][C:7]([F:23])([F:22])[C:8]([C:14]2[CH:20]=[CH:19][C:17]([NH2:18])=[C:16]([CH3:21])[CH:15]=2)(F)[C:9]([F:12])([F:11])[F:10])=[CH:4][CH:3]=1.[OH-:26].[K+], predict the reaction product. (6) Given the reactants [CH3:1][N:2]([CH3:28])[CH2:3][C:4]([CH3:27])([O:6][C:7]1[N:12]=[N:11][C:10]([N:13]=C(C2C=CC=CC=2)C2C=CC=CC=2)=[CH:9][CH:8]=1)[CH3:5].Cl.NO.C([O-])(=O)C.[Na+], predict the reaction product. The product is: [CH3:1][N:2]([CH3:28])[CH2:3][C:4]([CH3:5])([CH3:27])[O:6][C:7]1[N:12]=[N:11][C:10]([NH2:13])=[CH:9][CH:8]=1. (7) Given the reactants Br[C:2]1[CH:3]=[C:4]([O:27][C:28]2[CH:33]=[CH:32][CH:31]=[CH:30][CH:29]=2)[C:5]([NH:8][C:9]2[S:13][N:12]=[C:11]([CH:14]3[CH2:19][CH2:18][N:17]([C:20]([O:22][C:23]([CH3:26])([CH3:25])[CH3:24])=[O:21])[CH2:16][CH2:15]3)[N:10]=2)=[N:6][CH:7]=1.C(N(C(C)C)C(C)C)C.[SH:43][CH2:44][CH2:45][C:46]([O:48][CH3:49])=[O:47], predict the reaction product. The product is: [CH3:49][O:48][C:46](=[O:47])[CH2:45][CH2:44][S:43][C:2]1[CH:3]=[C:4]([O:27][C:28]2[CH:33]=[CH:32][CH:31]=[CH:30][CH:29]=2)[C:5]([NH:8][C:9]2[S:13][N:12]=[C:11]([CH:14]3[CH2:19][CH2:18][N:17]([C:20]([O:22][C:23]([CH3:26])([CH3:25])[CH3:24])=[O:21])[CH2:16][CH2:15]3)[N:10]=2)=[N:6][CH:7]=1.